This data is from Reaction yield outcomes from USPTO patents with 853,638 reactions. The task is: Predict the reaction yield, written as a fraction of the theoretical maximum amount of product (1.0 means a 100% yield; for example, 0.34 means a 34% yield). (1) The reactants are [CH3:1][N:2]1[CH2:7][CH2:6][CH2:5][CH:4]([CH2:8][C:9](O)=[O:10])[CH2:3]1.[H-].[Al+3].[Li+].[H-].[H-].[H-].C1COCC1.[OH-].[Na+]. The catalyst is O. The product is [CH3:1][N:2]1[CH2:7][CH2:6][CH2:5][CH:4]([CH2:8][CH2:9][OH:10])[CH2:3]1. The yield is 0.950. (2) The reactants are C(=O)([O-])[O-].[Cs+].[Cs+].[CH2:7](Br)[C:8]1[CH:13]=[CH:12][CH:11]=[CH:10][CH:9]=1.[CH:15]([C:17]1[CH:22]=[CH:21][CH:20]=[CH:19][C:18]=1[NH:23][S:24]([CH3:27])(=[O:26])=[O:25])=O. The catalyst is C(#N)C.CCOC(C)=O. The product is [CH2:7]([N:23]1[C:18]2[CH:19]=[CH:20][CH:21]=[CH:22][C:17]=2[CH:15]=[CH:27][S:24]1(=[O:26])=[O:25])[C:8]1[CH:13]=[CH:12][CH:11]=[CH:10][CH:9]=1. The yield is 0.870. (3) The reactants are C[O:2][C:3](=O)[CH2:4][O:5][C:6]1[N:27]=[CH:26][C:9]2[C:10]3[N:14]([CH2:15][CH2:16][O:17][C:8]=2[CH:7]=1)[CH:13]=[C:12]([C:18]1[N:19]([CH:23]([CH3:25])[CH3:24])[N:20]=[CH:21][N:22]=1)[N:11]=3.[NH3:29]. The catalyst is CO. The product is [CH:23]([N:19]1[C:18]([C:12]2[N:11]=[C:10]3[C:9]4[CH:26]=[N:27][C:6]([O:5][CH2:4][C:3]([NH2:29])=[O:2])=[CH:7][C:8]=4[O:17][CH2:16][CH2:15][N:14]3[CH:13]=2)=[N:22][CH:21]=[N:20]1)([CH3:25])[CH3:24]. The yield is 0.500. (4) The reactants are [O:1]1[C:5]2[CH:6]=[CH:7][C:8]([C:10]3([OH:25])[C:18]4[C:13](=[CH:14][CH:15]=[CH:16][CH:17]=4)[N:12]([CH2:19][CH2:20][CH2:21][CH2:22][CH3:23])[C:11]3=[O:24])=[CH:9][C:4]=2[O:3][CH2:2]1.[H-].[Na+].I[CH3:29]. The catalyst is C1COCC1. The product is [O:1]1[C:5]2[CH:6]=[CH:7][C:8]([C:10]3([O:25][CH3:29])[C:18]4[C:13](=[CH:14][CH:15]=[CH:16][CH:17]=4)[N:12]([CH2:19][CH2:20][CH2:21][CH2:22][CH3:23])[C:11]3=[O:24])=[CH:9][C:4]=2[O:3][CH2:2]1. The yield is 0.770. (5) The reactants are [CH2:1]1[CH:3]([CH2:4][N:5]2[CH:14]3[CH2:15][C:16]4[CH:21]=[CH:20][C:19]([OH:22])=[C:18]5[O:23][C@H:9]6[C:10]7[NH:31][C:30]8[C:25](=[C:26]([N:32]=[C:33]([NH2:35])[NH2:34])[CH:27]=[CH:28][CH:29]=8)[C:11]=7[CH2:12][C@:13]3([OH:24])[C@:8]6([C:17]=45)[CH2:7][CH2:6]2)[CH2:2]1. The catalyst is C(O)(C(F)(F)F)=O.C(Cl)Cl. The product is [CH2:2]1[CH:3]([CH2:4][N:5]2[CH:14]3[CH2:15][C:16]4[CH:21]=[CH:20][C:19]([OH:22])=[C:18]5[O:23][C@H:9]6[C:10]7[NH:31][C:30]8[CH:25]=[C:26]([N:32]=[C:33]([NH2:35])[NH2:34])[CH:27]=[CH:28][C:29]=8[C:11]=7[CH2:12][C@:13]3([OH:24])[C@:8]6([C:17]=45)[CH2:7][CH2:6]2)[CH2:1]1. The yield is 0.740. (6) The reactants are [CH3:1][C:2]([C:4]1[CH:9]=[CH:8][C:7](Br)=[CH:6][CH:5]=1)=[O:3].[CH3:11][N:12]1[CH2:17][CH2:16][NH:15][CH2:14][CH2:13]1.C(=O)([O-])[O-].[K+].[K+]. The catalyst is [Cu].[Cu](I)I. The product is [CH3:11][N:12]1[CH2:17][CH2:16][N:15]([C:7]2[CH:8]=[CH:9][C:4]([C:2](=[O:3])[CH3:1])=[CH:5][CH:6]=2)[CH2:14][CH2:13]1. The yield is 0.820.